This data is from Reaction yield outcomes from USPTO patents with 853,638 reactions. The task is: Predict the reaction yield, written as a fraction of the theoretical maximum amount of product (1.0 means a 100% yield; for example, 0.34 means a 34% yield). (1) The reactants are [NH2:1][C:2]1[C:3]2[N:4]([C:8]([C@H:12]3[CH2:17][NH:16][C@H:15]([C@@H:18]([OH:20])[CH3:19])[CH2:14][CH2:13]3)=[N:9][C:10]=2[Br:11])[CH:5]=[CH:6][N:7]=1.Br[C:22]#[N:23].C([O-])(O)=O.[Na+]. The product is [Br:11][C:10]1[N:9]=[C:8]([C@H:12]2[CH2:17][N:16]3[C:22](=[NH:23])[O:20][C@@H:18]([CH3:19])[C@@H:15]3[CH2:14][CH2:13]2)[N:4]2[CH:5]=[CH:6][N:7]=[C:2]([NH2:1])[C:3]=12. The catalyst is CN(C=O)C. The yield is 0.945. (2) The reactants are [O-:1]S(C(F)(F)F)(=O)=O.OC1C=[C:12](C=CC=1)[CH:13]=[O:14].C1CN([P+:23]([O:34]N2N=[N:42][C:37]3C=[CH:39][CH:40]=[CH:41][C:36]2=3)(N2CCCC2)N2CCCC2)CC1.F[P-](F)(F)(F)(F)F.CCN([CH:57]([CH3:59])C)C(C)C. The catalyst is CN(C=O)C. The product is [NH:42]1[CH:39]=[CH:40][CH2:41][CH2:36][CH2:37]1.[PH:23](=[O:34])([O:14][CH2:13][CH3:12])[O:1][CH2:57][CH3:59]. The yield is 0.700. (3) The reactants are C([O-])(=O)C.[NH4+:5].[CH3:6][CH:7]1[CH2:11][CH2:10][C:9](=O)[C@@H:8]1[C:13]([O:15][CH2:16][CH3:17])=[O:14]. The catalyst is CO. The product is [NH2:5][C:9]1[CH2:10][CH2:11][C@@H:7]([CH3:6])[C:8]=1[C:13]([O:15][CH2:16][CH3:17])=[O:14]. The yield is 0.970. (4) The reactants are Cl[C:2]12[C:23](=[O:24])[C:22]3[C:17](=[CH:18][CH:19]=[CH:20][CH:21]=3)[C:3]1([OH:25])[O:4][C:5]1[C:10]2=[CH:9][C:8]([CH:11]([CH3:13])[CH3:12])=[CH:7][C:6]=1[CH:14]([CH3:16])[CH3:15].[NH3:26].C(O)(C)C. The catalyst is O1CCCC1. The product is [NH2:26][C:2]12[C:23](=[O:24])[C:22]3[C:17](=[CH:18][CH:19]=[CH:20][CH:21]=3)[C:3]1([OH:25])[O:4][C:5]1[C:10]2=[CH:9][C:8]([CH:11]([CH3:13])[CH3:12])=[CH:7][C:6]=1[CH:14]([CH3:16])[CH3:15]. The yield is 0.300. (5) The reactants are [O:1]=[C:2]1[CH2:13][CH2:12][CH:11]=[CH:10][CH2:9][C@@H:8]([CH2:14][C:15]([O:17]C(C)(C)C)=O)[C:7](=[O:22])[O:6][CH2:5][C@H:4]([C:23]2[CH:28]=[CH:27][CH:26]=[CH:25][CH:24]=2)[NH:3]1.FC(F)(F)C(O)=O.O=C1CCC=CC[C@@H](CC(O)=O)C(=O)OC[C@H](C2C=CC=CC=2)N1.[Cl:60][C:61]1[CH:66]=[CH:65][C:64]([CH2:67][NH2:68])=[CH:63][CH:62]=1. The catalyst is C(Cl)Cl.CO.C(Cl)Cl. The product is [Cl:60][C:61]1[CH:66]=[CH:65][C:64]([CH2:67][NH:68][C:15](=[O:17])[CH2:14][C@H:8]2[C:7](=[O:22])[O:6][CH2:5][C@H:4]([C:23]3[CH:24]=[CH:25][CH:26]=[CH:27][CH:28]=3)[NH:3][C:2](=[O:1])[CH2:13][CH2:12][CH:11]=[CH:10][CH2:9]2)=[CH:63][CH:62]=1. The yield is 0.680. (6) The reactants are [C:1]([CH2:5][C:6]([O:8][CH2:9][CH3:10])=[O:7])(=[O:4])[CH2:2][CH3:3].[H-].[Na+].Br[CH2:14][C:15]([C:17]1[CH:22]=[CH:21][CH:20]=[CH:19][CH:18]=1)=[O:16].[Cl-].[NH4+]. The catalyst is C1COCC1. The product is [CH2:9]([O:8][C:6](=[O:7])[CH:5]([CH2:14][C:15](=[O:16])[C:17]1[CH:22]=[CH:21][CH:20]=[CH:19][CH:18]=1)[C:1](=[O:4])[CH2:2][CH3:3])[CH3:10]. The yield is 0.810. (7) The product is [CH3:8][S:5]([CH2:4][N:1]1[C:2](=[O:3])[N:15]2[CH:14]=[N:13][C:12]([C:16]([NH2:18])=[O:17])=[C:11]2[N:9]=[N:10]1)(=[O:7])=[O:6]. The catalyst is CS(C)=O. The reactants are [N:1]([CH2:4][S:5]([CH3:8])(=[O:7])=[O:6])=[C:2]=[O:3].[N+:9](=[C:11]1[N:15]=[CH:14][N:13]=[C:12]1[C:16]([NH2:18])=[O:17])=[N-:10]. The yield is 0.680.